Dataset: Reaction yield outcomes from USPTO patents with 853,638 reactions. Task: Predict the reaction yield, written as a fraction of the theoretical maximum amount of product (1.0 means a 100% yield; for example, 0.34 means a 34% yield). The yield is 0.527. The reactants are [CH:1]1([S:4]([N:7]2[C:11]3=[CH:12][C:13]4[S:17][N:16]=[N:15][C:14]=4[C:18]([F:19])=[C:10]3[N:9]([C:20]3[CH:25]=[CH:24][C:23]([Br:26])=[CH:22][C:21]=3[Cl:27])C2=O)(=[O:6])=[O:5])[CH2:3][CH2:2]1.C[Si](C)(C)[O-].[K+]. The product is [F:19][C:18]1[C:14]2[N:15]=[N:16][S:17][C:13]=2[CH:12]=[C:11]([NH:7][S:4]([CH:1]2[CH2:3][CH2:2]2)(=[O:5])=[O:6])[C:10]=1[NH:9][C:20]1[CH:25]=[CH:24][C:23]([Br:26])=[CH:22][C:21]=1[Cl:27]. The catalyst is C1COCC1.